Dataset: Full USPTO retrosynthesis dataset with 1.9M reactions from patents (1976-2016). Task: Predict the reactants needed to synthesize the given product. (1) Given the product [Cl:18][C:19]1[C:20]([NH:25][CH2:26][C:27]([C@H:29]2[C@H:36]3[C@H:32]([O:33][C:34]([CH3:38])([CH3:37])[O:35]3)[C:31]([CH2:39][O:40][C:41]([C:48]3[CH:53]=[CH:52][CH:51]=[CH:50][CH:49]=3)([C:54]3[CH:59]=[CH:58][CH:57]=[CH:56][CH:55]=3)[C:42]3[CH:43]=[CH:44][CH:45]=[CH:46][CH:47]=3)=[CH:30]2)=[O:28])=[N:21][CH:22]=[CH:23][N:24]=1, predict the reactants needed to synthesize it. The reactants are: C(OC(C(F)(F)F)=O)(C(F)(F)F)=O.CS(C)=O.[Cl:18][C:19]1[C:20]([NH:25][CH2:26][C@H:27]([C@H:29]2[C@H:36]3[C@H:32]([O:33][C:34]([CH3:38])([CH3:37])[O:35]3)[C:31]([CH2:39][O:40][C:41]([C:54]3[CH:59]=[CH:58][CH:57]=[CH:56][CH:55]=3)([C:48]3[CH:53]=[CH:52][CH:51]=[CH:50][CH:49]=3)[C:42]3[CH:47]=[CH:46][CH:45]=[CH:44][CH:43]=3)=[CH:30]2)[OH:28])=[N:21][CH:22]=[CH:23][N:24]=1.CCN(C(C)C)C(C)C. (2) Given the product [O:8]=[C:5]1[NH:4][C:3](=[O:9])[C:2]([NH:1]/[C:11](=[CH:10]/[C:16]([O:18][CH3:19])=[O:17])/[C:12]([O:14][CH3:15])=[O:13])=[CH:7][NH:6]1, predict the reactants needed to synthesize it. The reactants are: [NH2:1][C:2]1[C:3](=[O:9])[NH:4][C:5](=[O:8])[NH:6][CH:7]=1.[C:10]([C:16]([O:18][CH3:19])=[O:17])#[C:11][C:12]([O:14][CH3:15])=[O:13]. (3) Given the product [C:38]([N:26]1[CH2:25][CH2:24][N:23]([CH2:22][C:16]2([C:13]3[CH:14]=[CH:15][C:10]([O:9][CH2:8][CH2:7][CH2:6][N:1]4[CH2:5][CH2:4][CH2:3][CH2:2]4)=[CH:11][CH:12]=3)[CH2:17][CH2:18][O:19][CH2:20][CH2:21]2)[CH2:28][CH2:27]1)(=[O:40])[CH3:39], predict the reactants needed to synthesize it. The reactants are: [N:1]1([CH2:6][CH2:7][CH2:8][O:9][C:10]2[CH:15]=[CH:14][C:13]([C:16]3([CH2:22][N:23]4[CH2:28][CH2:27][NH:26][CH2:25][CH2:24]4)[CH2:21][CH2:20][O:19][CH2:18][CH2:17]3)=[CH:12][CH:11]=2)[CH2:5][CH2:4][CH2:3][CH2:2]1.C(N(CC)C(C)C)(C)C.[C:38](OC(=O)C)(=[O:40])[CH3:39]. (4) Given the product [CH2:24]([O:23][C:15]1[CH:14]=[C:13]2[C:18]([C:19]([CH:45]=[O:46])=[CH:20][N:11]=[C:12]2[CH2:31][C:32]2[CH:37]=[CH:36][CH:35]=[C:34]([O:38][CH3:39])[CH:33]=2)=[CH:17][C:16]=1[O:21][CH3:22])[C:25]1[CH:30]=[CH:29][CH:28]=[CH:27][CH:26]=1, predict the reactants needed to synthesize it. The reactants are: P(Cl)(Cl)(Cl)=O.C(OC([N:11]1[CH:20]=[CH:19][C:18]2[C:13](=[CH:14][C:15]([O:23][CH2:24][C:25]3[CH:30]=[CH:29][CH:28]=[CH:27][CH:26]=3)=[C:16]([O:21][CH3:22])[CH:17]=2)[CH:12]1[CH2:31][C:32]1[CH:37]=[CH:36][CH:35]=[C:34]([O:38][CH3:39])[CH:33]=1)=O)C.O.[OH-].[K+].CN(C)[CH:45]=[O:46].